This data is from Experimentally validated miRNA-target interactions with 360,000+ pairs, plus equal number of negative samples. The task is: Binary Classification. Given a miRNA mature sequence and a target amino acid sequence, predict their likelihood of interaction. (1) The miRNA is mmu-miR-1983 with sequence CUCACCUGGAGCAUGUUUUCU. The protein sequence of the target gene is MSWSLHPRNLILYFYALLFLSSTCVAYVATRDNCCILDERFGSYCPTTCGIADFLSTYQTKVDKDLQSLEDILHQVENKTSEVKQLIKAIQLTYNPDESSKPNMIDAATLKSRKMLEEIMKYEASILTHDSSIRYLQEIYNSNNQKIVNLKEKVAQLEAQCQEPCKDTVQIHDITGKDCQDIANKGAKQSGLYFIKPLKANQQFLVYCEIDGSGNGWTVFQKRLDGSVDFKKNWIQYKEGFGHLSPTGTTEFWLGNEKIHLISTQSAIPYALRVELEDWNGRTSTADYAMFKVGPEADKY.... Result: 0 (no interaction). (2) The miRNA is rno-miR-409a-3p with sequence AAUGUUGCUCGGUGAACCCC. Result: 0 (no interaction). The protein sequence of the target gene is MERHPASASSRQELGRLLEAVLTSRGQANAVFDILAVLQSEEPEEIEEGVRTCSRLFGTLLEREELFVGSLPSEDTALAGSQGATYKYKVWIRHRYHSCCNRLEELLAHPTFQVKELALKTLMKFVQLEGAKPLEKPQWESHYLFPRTLFRAVVGGLLTPEDDHSLLISHFCEYLEYDDIRYHTMQVATSIMARATSQQPEVSLTLWNNAFTLLSAVSLPLQECELTNFYVKHAQTSDKWKVVHLKEHKKAFQEMWLGFLKHKLPLSLYKKVLVAMHDSILPHLAQPTLMIDFLTSACDV.... (3) The miRNA is hsa-miR-22-5p with sequence AGUUCUUCAGUGGCAAGCUUUA. The protein sequence of the target gene is MSLHSTHNRNNSGDILDIPSSQNSSSLNALTHSSRLKLHLKSDMSECENDDPLLRSAGKVRDINRTYVISASRKTADMPLTPNPVGRLALQRRTTRNKESSLLVSELEDTTEKTAETRLTLQRRAKTDSAEKWKTAEIDSVKMTLNVGGETENNGVSKESRTNVRIVNNAKNSFVASSVPLDEDPQVIEMMADKKYKETFSAPSRANENVALKYSSNRPPIASLSQTEVVRSGHLTTKPTQSKLDIKVLGTGNLYHRSIGKEIAKTSNKFGSLEKRTPTKCTTEHKLTTKCSLPQLKSPA.... Result: 1 (interaction). (4) The miRNA is hsa-miR-495-3p with sequence AAACAAACAUGGUGCACUUCUU. The protein sequence of the target gene is MNFLSTAESRTAQAAASGTTLLPQFRAPSWQTGMHSSAATELFATGPLPSTGTLPPSLSAYQHPTTFSNRNFATTSPLVLQDSTFNTTSNGILSHHDPLLQIKTSQGTVPTALAFERLGSSVLSNSIPPQSSTYRSAQESAPHLLQPQFSLLPSALGGSQQTPQAYSSTLFTSSTASIERALLRECSVIKHHQRPSGTQSIQAQLTGSQHSLHSYLSNSSVVNFQETTRQSSLSCSPIGDSTQVSNGGLQQKTSQVSVELAQSYSSAIPSSGYPPSTTKIKSCSTEQPLTSTKTPKPQSI.... Result: 1 (interaction). (5) The miRNA is hsa-miR-4492 with sequence GGGGCUGGGCGCGCGCC. The protein sequence of the target gene is MSVNMDELRHQVMINQFVLAAGCAADQAKQLLQAAHWQFETALSTFFQETNIPNSHHHHQMMCTPSNTPATPPNFPDALAMFSKLRASEGLQSSNSPMTAAACSPPANFSPFWASSPPSHQAPWIPPSSPTTFHHLHRPQPTWPPGAQQGGAQQKAMAAMDGQR. Result: 1 (interaction). (6) The miRNA is hsa-miR-5009-5p with sequence UUGGACUUUUUCAGAUUUGGGGAU. The protein sequence of the target gene is MAGEENFKEELRSQDASRNLNQHEVAGHPHSWSLEMLLRRLRAVHTKQDDKFANLLDAVGEFGTFQQRLVALTFIPSIMSAFFMFADHFVFTAQKPYCNTSWILAVGPHLSKAEQLNLTIPQAPNGSFLTCFMYLPVPWNLDSIIQFGLNDTDTCQDGWIYPDAKKRSLINEFDLVCGMETKKDTAQIMFMAGLPIGSLIFRLITDKMGRYPAILLSLLGLIIFGFGTAFMNSFHLYLFFRFGISQSVVGYAISSISLATEWLVGEHRAHAIILGHCFFAVGAVLLTGIAYSLPHWQLLF.... Result: 0 (no interaction). (7) The miRNA is hsa-miR-1301-5p with sequence CGCUCUAGGCACCGCAGCA. Result: 0 (no interaction). The protein sequence of the target gene is MALFPAFAGLSEAPDGGSSRKELDWLSNPSFCVGSITSLSQQTEAAPAHVSEGLPLTRSHLKSESSDESDTNKKLKQTSRKKKKEKKKKRKHQHHKKTKRKHGPSSSSRSETDTDSEKDKPSRGVGGSKKESEEPNQGNNAAADTGHRFVWLEDIQAVTGETFRTDKKPDPANWEYKSLYRGDIARYKRKGDSCLGINPKKQCISWEGTSTEKKHSRKQVERYFTKKSVGLMNIDGVAISSKTEPPSSEPISFIPVKDLEDAAPVTTWLNPLGIYDQSTTHWLQGQGPPEQESKQPDAQP.... (8) The miRNA is hsa-miR-8087 with sequence GAAGACUUCUUGGAUUACAGGGG. The protein sequence of the target gene is MWPQPRFPPHPAMSEKTQQGKLAAAKKKLKAYWQRKSPGIPAGANRKKKINGSSPDTATSGGYHSPGDSATGIYGEGRASSTTLEDLESQYQELAVALDSSSAIISQLTENINSLVRTSKEEKKHEIHLVQKLGRSLFKLKNQTAEPLAPEPPAGPSKVEQLQDETNHLRKELESVGRQLQAEVENNQMLSLLNRRQEERLREQEERLREQEERLREQEDRLHEQEERLREQEERLCEQEERLREHEERLCEQEERLCEQEERLREQEERLHEQEERLREQEERLCEQEERLREQEERLC.... Result: 1 (interaction). (9) The miRNA is hsa-let-7d-5p with sequence AGAGGUAGUAGGUUGCAUAGUU. The protein sequence of the target gene is MHSAGTPGLSSRRTGNSTSFQPGPPPPPRLLLLLLLLLSLVSRVPAQPAAFGRALLSPGLAGAAGVPAEEAIVLANRGLRVPFGREVWLDPLHDLVLQVQPGDRCAVSVLDNDALAQRPGRLSPKRFPCDFGPGEVRYSHLGARSPSRDRVRLQLRYDAPGGAVVLPLVLEVEVVFTQLEVVTRNLPLVVEELLGTSNALDARSLEFAFQPETEECRVGILSGLGALPRYGELLHYPQVPGGAREGGAPETLLMDCKAFQELGVRYRHTAASRSPNRDWIPMVVELRSRGAPVGSPALKR.... Result: 0 (no interaction).